This data is from NCI-60 drug combinations with 297,098 pairs across 59 cell lines. The task is: Regression. Given two drug SMILES strings and cell line genomic features, predict the synergy score measuring deviation from expected non-interaction effect. (1) Drug 1: C1CCC(CC1)NC(=O)N(CCCl)N=O. Synergy scores: CSS=57.0, Synergy_ZIP=4.38, Synergy_Bliss=4.60, Synergy_Loewe=8.81, Synergy_HSA=11.2. Cell line: K-562. Drug 2: C1C(C(OC1N2C=NC(=NC2=O)N)CO)O. (2) Drug 1: C1=CC(=CC=C1CC(C(=O)O)N)N(CCCl)CCCl.Cl. Drug 2: CCC1(CC2CC(C3=C(CCN(C2)C1)C4=CC=CC=C4N3)(C5=C(C=C6C(=C5)C78CCN9C7C(C=CC9)(C(C(C8N6C)(C(=O)OC)O)OC(=O)C)CC)OC)C(=O)OC)O.OS(=O)(=O)O. Cell line: MALME-3M. Synergy scores: CSS=30.4, Synergy_ZIP=-10.1, Synergy_Bliss=-3.70, Synergy_Loewe=-28.9, Synergy_HSA=-4.38.